Dataset: Catalyst prediction with 721,799 reactions and 888 catalyst types from USPTO. Task: Predict which catalyst facilitates the given reaction. (1) Reactant: [Cl:1][C:2]1[CH:3]=[C:4]([CH2:18][CH2:19][OH:20])[CH:5]=[CH:6][C:7]=1[O:8][CH2:9][C:10]1[CH:15]=[CH:14][C:13]([O:16][CH3:17])=[CH:12][CH:11]=1.C(N(CC)CC)C.[CH3:28][S:29](Cl)(=[O:31])=[O:30]. Product: [CH3:28][S:29]([O:20][CH2:19][CH2:18][C:4]1[CH:5]=[CH:6][C:7]([O:8][CH2:9][C:10]2[CH:15]=[CH:14][C:13]([O:16][CH3:17])=[CH:12][CH:11]=2)=[C:2]([Cl:1])[CH:3]=1)(=[O:31])=[O:30]. The catalyst class is: 2. (2) Reactant: [Br:1][C:2]1[CH:7]=[CH:6][C:5]([OH:8])=[CH:4][C:3]=1[C:9]([F:12])([F:11])[F:10].C(=O)([O-])[O-].[K+].[K+].[CH:19](I)([CH3:21])[CH3:20]. Product: [Br:1][C:2]1[CH:7]=[CH:6][C:5]([O:8][CH:19]([CH3:21])[CH3:20])=[CH:4][C:3]=1[C:9]([F:10])([F:11])[F:12]. The catalyst class is: 9. (3) Reactant: C([O:8][CH2:9][C:10]1[N:15]([C:16]2[CH:21]=[CH:20][CH:19]=[CH:18][C:17]=2[O:22]C(C)(C)C)[N:14]=[C:13]([C:27]2[N:31]([C:32]3[CH:37]=[CH:36][CH:35]=[CH:34][CH:33]=3)[N:30]=[CH:29][CH:28]=2)[C:12](=[O:38])[CH:11]=1)C1C=CC=CC=1. Product: [OH:8][CH2:9][C:10]1[N:15]([C:16]2[CH:21]=[CH:20][CH:19]=[CH:18][C:17]=2[OH:22])[N:14]=[C:13]([C:27]2[N:31]([C:32]3[CH:37]=[CH:36][CH:35]=[CH:34][CH:33]=3)[N:30]=[CH:29][CH:28]=2)[C:12](=[O:38])[CH:11]=1. The catalyst class is: 67. (4) Reactant: [Br:1][C:2]1[CH:3]=[C:4]2[C:9](=[CH:10][CH:11]=1)[N:8]=[CH:7][C:6]([N+:12]([O-])=O)=[C:5]2Cl.[CH3:16][N:17]([CH3:27])[CH2:18][CH2:19][C:20]1[CH:25]=[CH:24][C:23]([NH2:26])=[CH:22][CH:21]=1.CCOC(C)=O. Product: [Br:1][C:2]1[CH:11]=[CH:10][C:9]2[N:8]=[CH:7][C:6]3[N:12]=[C:16]([N:17]([CH3:27])[CH3:18])[N:26]([C:23]4[CH:24]=[CH:25][C:20]([CH2:19][CH2:18][N:17]([CH3:16])[CH3:27])=[CH:21][CH:22]=4)[C:5]=3[C:4]=2[CH:3]=1. The catalyst class is: 37. (5) Reactant: [Cl:1][C:2]1[CH:3]=[C:4]([OH:9])[CH:5]=[C:6]([Cl:8])[CH:7]=1.[H-].[Na+].[I:12]I.Cl. Product: [Cl:1][C:2]1[C:3]([I:12])=[C:4]([OH:9])[CH:5]=[C:6]([Cl:8])[CH:7]=1. The catalyst class is: 11. (6) Reactant: [CH3:1][NH:2][CH:3]1[CH2:8][CH2:7][CH2:6][CH2:5][CH2:4]1.Cl[CH2:10][CH2:11][S:12](Cl)(=[O:14])=[O:13]. Product: [CH:3]1([N:2]([CH3:1])[S:12]([CH:11]=[CH2:10])(=[O:14])=[O:13])[CH2:8][CH2:7][CH2:6][CH2:5][CH2:4]1. The catalyst class is: 2.